Dataset: Forward reaction prediction with 1.9M reactions from USPTO patents (1976-2016). Task: Predict the product of the given reaction. (1) The product is: [N:16]1[CH:15]=[CH:14][C:13]([C:10](=[N:11][OH:12])[CH2:9][CH:8]([C:5]2[CH:6]=[CH:7][C:2]([C:30]3[CH:31]=[N:26][CH:27]=[N:28][CH:29]=3)=[CH:3][CH:4]=2)[C:19]2[CH:24]=[CH:23][CH:22]=[CH:21][C:20]=2[CH3:25])=[CH:18][CH:17]=1. Given the reactants Br[C:2]1[CH:7]=[CH:6][C:5]([CH:8]([C:19]2[CH:24]=[CH:23][CH:22]=[CH:21][C:20]=2[CH3:25])[CH2:9][C:10]([C:13]2[CH:18]=[CH:17][N:16]=[CH:15][CH:14]=2)=[N:11][OH:12])=[CH:4][CH:3]=1.[N:26]1[CH:31]=[C:30](B(O)O)[CH:29]=[N:28][CH:27]=1, predict the reaction product. (2) Given the reactants [OH:1][C:2]1[CH:10]=[CH:9][CH:8]=[C:7]2[C:3]=1[C:4](=O)[N:5]([CH3:12])[C:6]2=O.[H-].[Al+3].[Li+].[H-].[H-].[H-].O, predict the reaction product. The product is: [CH3:12][N:5]1[CH2:4][C:3]2[C:2]([OH:1])=[CH:10][CH:9]=[CH:8][C:7]=2[CH2:6]1.